This data is from Reaction yield outcomes from USPTO patents with 853,638 reactions. The task is: Predict the reaction yield, written as a fraction of the theoretical maximum amount of product (1.0 means a 100% yield; for example, 0.34 means a 34% yield). (1) The reactants are [CH:1]1[C:10]2[C:5](=[CH:6][CH:7]=[CH:8][CH:9]=2)[CH:4]=[CH:3][C:2]=1[CH:11]=O.[CH3:13][C:14]([CH3:16])=[O:15].[OH-].[Na+].O. The catalyst is C(O)C. The product is [CH:1]1[C:10]2[C:5](=[CH:6][CH:7]=[CH:8][CH:9]=2)[CH:4]=[CH:3][C:2]=1[CH:11]=[CH:13][C:14](=[O:15])[CH:16]=[CH:11][C:2]1[CH:3]=[CH:4][C:5]2[C:10](=[CH:9][CH:8]=[CH:7][CH:6]=2)[CH:1]=1. The yield is 0.690. (2) The reactants are Br[C:2]1[CH:14]=[CH:13][C:5]2[O:6][C:7]3[CH:12]=[CH:11][CH:10]=[CH:9][C:8]=3[C:4]=2[CH:3]=1.C([Li])CCC.[B:20](OC)([O:23]C)[O:21]C.Cl. The catalyst is CCCCCC.C1COCC1. The product is [CH:3]1[C:4]2[C:8]3[CH:9]=[CH:10][CH:11]=[CH:12][C:7]=3[O:6][C:5]=2[CH:13]=[CH:14][C:2]=1[B:20]([OH:23])[OH:21]. The yield is 0.720. (3) The reactants are [Br:1][C:2]1[C:3]([OH:16])=[C:4]2[C:9](=[CH:10][CH:11]=1)[N:8]([C:12](=[O:14])[CH3:13])[C@@H:7]([CH3:15])[CH2:6][CH2:5]2.Cl[C:18]1[N:26]=[C:25]2[C:21]([N:22]([CH:27]3[CH2:32][CH2:31][CH2:30][CH2:29][O:28]3)[CH:23]=[N:24]2)=[CH:20][N:19]=1.C(=O)([O-])[O-].[K+].[K+]. The yield is 0.690. The product is [Br:1][C:2]1[C:3]([O:16][C:18]2[N:26]=[C:25]3[C:21]([N:22]([CH:27]4[CH2:32][CH2:31][CH2:30][CH2:29][O:28]4)[CH:23]=[N:24]3)=[CH:20][N:19]=2)=[C:4]2[C:9](=[CH:10][CH:11]=1)[N:8]([C:12](=[O:14])[CH3:13])[C@@H:7]([CH3:15])[CH2:6][CH2:5]2. The catalyst is CN(C)C=O. (4) The reactants are Cl.N[C@H]1CCCC[C@H]1CNC.[F:12][C:13]1[CH:18]=[C:17]([F:19])[CH:16]=[CH:15][C:14]=1[CH2:20][NH:21][C:22]([C:24]1[C:25](=[O:52])[C:26]([O:44]CC2C=CC=CC=2)=[C:27]2[C:41](=[O:42])[N:31]3[CH:32]4[CH:37]([CH2:38][N:39]([CH3:40])[CH:30]3[CH2:29][N:28]2[CH:43]=1)[CH2:36][CH2:35][CH2:34][CH2:33]4)=[O:23]. The catalyst is [Pd]. The product is [F:12][C:13]1[CH:18]=[C:17]([F:19])[CH:16]=[CH:15][C:14]=1[CH2:20][NH:21][C:22]([C:24]1[C:25](=[O:52])[C:26]([OH:44])=[C:27]2[C:41](=[O:42])[N:31]3[CH:32]4[CH:37]([CH2:38][N:39]([CH3:40])[CH:30]3[CH2:29][N:28]2[CH:43]=1)[CH2:36][CH2:35][CH2:34][CH2:33]4)=[O:23]. The yield is 0.640.